This data is from Peptide-MHC class II binding affinity with 134,281 pairs from IEDB. The task is: Regression. Given a peptide amino acid sequence and an MHC pseudo amino acid sequence, predict their binding affinity value. This is MHC class II binding data. The peptide sequence is TRLFTIRQEMANRGL. The MHC is DRB3_0101 with pseudo-sequence DRB3_0101. The binding affinity (normalized) is 0.282.